Dataset: Reaction yield outcomes from USPTO patents with 853,638 reactions. Task: Predict the reaction yield, written as a fraction of the theoretical maximum amount of product (1.0 means a 100% yield; for example, 0.34 means a 34% yield). (1) The reactants are [F:1][C:2]1[C:14]([NH:15][CH2:16][C:17]2[CH:22]=[C:21]([C:23]3[CH:28]=[CH:27][CH:26]=[C:25]([F:29])[CH:24]=3)[CH:20]=[C:19]([CH3:30])[C:18]=2[O:31][CH3:32])=[C:13]([F:33])[CH:12]=[CH:11][C:3]=1[O:4][CH2:5][C:6]([O:8]CC)=[O:7].[Li+].[OH-].O. The catalyst is C1COCC1. The product is [F:1][C:2]1[C:14]([NH:15][CH2:16][C:17]2[CH:22]=[C:21]([C:23]3[CH:28]=[CH:27][CH:26]=[C:25]([F:29])[CH:24]=3)[CH:20]=[C:19]([CH3:30])[C:18]=2[O:31][CH3:32])=[C:13]([F:33])[CH:12]=[CH:11][C:3]=1[O:4][CH2:5][C:6]([OH:8])=[O:7]. The yield is 0.530. (2) The product is [CH3:32][O:31][C:13]1[CH:14]=[C:15]([N:18]2[CH2:23][CH2:22][CH:21]([N:24]3[CH2:25][CH2:26][N:27]([CH3:30])[CH2:28][CH2:29]3)[CH2:20][CH2:19]2)[CH:16]=[CH:17][C:12]=1[NH:11][C:8]1[N:7]=[CH:6][C:5]2=[CH:4][CH:3]=[C:2]([C:40]3[CH:41]=[CH:42][C:37]([C:35]([NH:34][CH3:33])=[O:36])=[CH:38][CH:39]=3)[N:10]2[N:9]=1. No catalyst specified. The reactants are Br[C:2]1[N:10]2[C:5]([CH:6]=[N:7][C:8]([NH:11][C:12]3[CH:17]=[CH:16][C:15]([N:18]4[CH2:23][CH2:22][CH:21]([N:24]5[CH2:29][CH2:28][N:27]([CH3:30])[CH2:26][CH2:25]5)[CH2:20][CH2:19]4)=[CH:14][C:13]=3[O:31][CH3:32])=[N:9]2)=[CH:4][CH:3]=1.[CH3:33][NH:34][C:35]([C:37]1[CH:42]=[CH:41][C:40](B(O)O)=[CH:39][CH:38]=1)=[O:36]. The yield is 0.500. (3) The reactants are Br[C:2]1[CH:3]=[CH:4][C:5]2[O:10][C:9]([F:12])([F:11])[O:8][C:7]([F:14])([F:13])[C:6]=2[CH:15]=1. The catalyst is CO.CC#N.CCN(CC)CC.C1C=CC([P]([Pd]([P](C2C=CC=CC=2)(C2C=CC=CC=2)C2C=CC=CC=2)([P](C2C=CC=CC=2)(C2C=CC=CC=2)C2C=CC=CC=2)[P](C2C=CC=CC=2)(C2C=CC=CC=2)C2C=CC=CC=2)(C2C=CC=CC=2)C2C=CC=CC=2)=CC=1. The product is [CH3:7][O:8][C:9]([C:2]1[CH:3]=[CH:4][C:5]2[O:10][C:9]([F:12])([F:11])[O:8][C:7]([F:14])([F:13])[C:6]=2[CH:15]=1)=[O:10]. The yield is 0.850. (4) The reactants are [CH2:1]([C:8]1[CH2:12][CH2:11][C:10](=[O:13])[CH:9]=1)[C:2]1[CH:7]=[CH:6][CH:5]=[CH:4][CH:3]=1.Cl. The catalyst is CCOCC. The product is [CH2:1]([C@H:8]1[CH2:12][CH2:11][C:10](=[O:13])[CH2:9]1)[C:2]1[CH:7]=[CH:6][CH:5]=[CH:4][CH:3]=1. The yield is 0.910. (5) The reactants are Br.[CH:2]([NH:5][C:6]1[S:7][CH:8]=[C:9]([C:11]([OH:13])=O)[N:10]=1)([CH3:4])[CH3:3].[NH2:14][C:15]1[CH:20]=[CH:19][CH:18]=[CH:17][CH:16]=1.[O:21]=P(Cl)(Cl)Cl.[C:26]([O-:29])(O)=O.[Na+].N1[CH:36]=[CH:35]C=CC=1. No catalyst specified. The product is [C:35]([C:16]1[CH:17]=[CH:18][C:19]([O:29][CH3:26])=[CH:20][C:15]=1[NH:14][C:11]([C:9]1[N:10]=[C:6]([NH:5][CH:2]([CH3:3])[CH3:4])[S:7][CH:8]=1)=[O:13])(=[O:21])[CH3:36]. The yield is 0.760. (6) The reactants are [CH3:1][N:2]([CH3:7])[CH2:3][C:4](O)=[O:5].O=C1N(P(Cl)(N2CCOC2=O)=O)CCO1.CCN(CC)CC.[F:30][C:31]([F:36])([F:35])[C:32]([OH:34])=[O:33].[CH3:37][C:38]1([CH3:66])[CH2:43][CH2:42][C:41]([C:44]2[N:49]=[C:48]([CH:50]3[CH2:55][CH2:54][NH:53][CH2:52][CH2:51]3)[CH:47]=[CH:46][C:45]=2[NH:56][C:57]([C:59]2[NH:60][CH:61]=[C:62]([C:64]#[N:65])[N:63]=2)=[O:58])=[CH:40][CH2:39]1. The catalyst is C(Cl)Cl. The product is [F:30][C:31]([F:36])([F:35])[C:32]([OH:34])=[O:33].[CH3:1][N:2]([CH3:7])[CH2:3][C:4]([N:53]1[CH2:54][CH2:55][CH:50]([C:48]2[CH:47]=[CH:46][C:45]([NH:56][C:57]([C:59]3[NH:60][CH:61]=[C:62]([C:64]#[N:65])[N:63]=3)=[O:58])=[C:44]([C:41]3[CH2:42][CH2:43][C:38]([CH3:66])([CH3:37])[CH2:39][CH:40]=3)[N:49]=2)[CH2:51][CH2:52]1)=[O:5]. The yield is 0.530. (7) The reactants are [C:1]([O:5][C:6](=[O:19])[NH:7][CH2:8][C:9]([N:11]1[CH2:15][CH2:14][CH2:13][CH:12]1[C:16](=O)[NH2:17])=[O:10])([CH3:4])([CH3:3])[CH3:2].N1C=CN=C1.P(Cl)(Cl)(Cl)=O. The catalyst is N1C=CC=CC=1. The product is [C:1]([O:5][C:6](=[O:19])[NH:7][CH2:8][C:9]([N:11]1[CH2:15][CH2:14][CH2:13][CH:12]1[C:16]#[N:17])=[O:10])([CH3:4])([CH3:2])[CH3:3]. The yield is 0.849.